Dataset: Reaction yield outcomes from USPTO patents with 853,638 reactions. Task: Predict the reaction yield, written as a fraction of the theoretical maximum amount of product (1.0 means a 100% yield; for example, 0.34 means a 34% yield). (1) The reactants are Br[CH:2]([C:7]1[CH:8]=[C:9]([Cl:15])[C:10]([Cl:14])=[C:11]([Cl:13])[CH:12]=1)[C:3]([F:6])([F:5])[F:4].[CH:16]([C:18]1[CH:19]=[C:20]2[C:24](=[CH:25][CH:26]=1)[C:23](=[O:27])[CH2:22][CH2:21]2)=[CH2:17].N1C=CC=CC=1C1C=CC=CN=1. The catalyst is ClC1C=CC=CC=1Cl.Cl[Cu]. The product is [F:4][C:3]([F:6])([F:5])[CH:2]([C:7]1[CH:8]=[C:9]([Cl:15])[C:10]([Cl:14])=[C:11]([Cl:13])[CH:12]=1)/[CH:17]=[CH:16]/[C:18]1[CH:19]=[C:20]2[C:24](=[CH:25][CH:26]=1)[C:23](=[O:27])[CH2:22][CH2:21]2. The yield is 0.250. (2) The reactants are [CH3:1][C:2]1[N:7]=[C:6]2[S:8][C:9]3[CH2:14][CH2:13][CH2:12][CH2:11][C:10]=3[C:5]2=[C:4]([C:15]2[CH:20]=[CH:19][C:18]([CH3:21])=[CH:17][CH:16]=2)[C:3]=1[CH:22]([CH2:27][CH2:28][C:29]1[CH:34]=[CH:33][CH:32]=[CH:31][CH:30]=1)[C:23]([O:25]C)=[O:24].[OH-].[Na+]. The catalyst is CO. The product is [CH3:1][C:2]1[N:7]=[C:6]2[S:8][C:9]3[CH2:14][CH2:13][CH2:12][CH2:11][C:10]=3[C:5]2=[C:4]([C:15]2[CH:20]=[CH:19][C:18]([CH3:21])=[CH:17][CH:16]=2)[C:3]=1[CH:22]([CH2:27][CH2:28][C:29]1[CH:30]=[CH:31][CH:32]=[CH:33][CH:34]=1)[C:23]([OH:25])=[O:24]. The yield is 0.0200. (3) The reactants are [CH3:1][NH:2][S:3]([NH:6][CH2:7][C:8]([O:10]CC)=O)(=[O:5])=[O:4].O(C(C)(C)C)[K]. The catalyst is CN(C=O)C. The product is [CH3:1][N:2]1[C:8](=[O:10])[CH2:7][NH:6][S:3]1(=[O:5])=[O:4]. The yield is 0.540. (4) The reactants are [N:1]1[CH:6]=[CH:5][C:4]([CH:7]=O)=[CH:3][CH:2]=1.[CH3:9][C@H:10]1[CH2:15][NH:14][CH2:13][CH2:12][N:11]1[C:16]1[CH:17]=[CH:18][C:19]2[N:20]([C:22]([C:25]([F:28])([F:27])[F:26])=[N:23][N:24]=2)[N:21]=1. No catalyst specified. The product is [CH3:9][C@H:10]1[CH2:15][N:14]([CH2:7][C:4]2[CH:5]=[CH:6][N:1]=[CH:2][CH:3]=2)[CH2:13][CH2:12][N:11]1[C:16]1[CH:17]=[CH:18][C:19]2[N:20]([C:22]([C:25]([F:27])([F:26])[F:28])=[N:23][N:24]=2)[N:21]=1. The yield is 0.530.